This data is from Peptide-MHC class II binding affinity with 134,281 pairs from IEDB. The task is: Regression. Given a peptide amino acid sequence and an MHC pseudo amino acid sequence, predict their binding affinity value. This is MHC class II binding data. (1) The peptide sequence is HYLALLVKYAAGDGN. The MHC is HLA-DQA10301-DQB10302 with pseudo-sequence HLA-DQA10301-DQB10302. The binding affinity (normalized) is 0. (2) The peptide sequence is ILELAQSETCSPGGQ. The MHC is DRB1_0701 with pseudo-sequence DRB1_0701. The binding affinity (normalized) is 0.223. (3) The peptide sequence is GDLYIFESRAICKYA. The MHC is HLA-DQA10301-DQB10302 with pseudo-sequence HLA-DQA10301-DQB10302. The binding affinity (normalized) is 0.377. (4) The peptide sequence is DVKFPGGGQIVGGVY. The MHC is DRB1_1001 with pseudo-sequence DRB1_1001. The binding affinity (normalized) is 0.189. (5) The peptide sequence is MSIHGKGEWMTTEDM. The MHC is DRB4_0103 with pseudo-sequence DRB4_0103. The binding affinity (normalized) is 0. (6) The peptide sequence is AFKVAATAANAASAN. The MHC is DRB1_0401 with pseudo-sequence DRB1_0401. The binding affinity (normalized) is 0.815. (7) The peptide sequence is PVIVADDLTAAINKG. The MHC is DRB1_0404 with pseudo-sequence DRB1_0404. The binding affinity (normalized) is 0.00882. (8) The peptide sequence is EWKYFAATQFEPLAA. The MHC is DRB1_1001 with pseudo-sequence DRB1_1001. The binding affinity (normalized) is 0.619. (9) The binding affinity (normalized) is 0.574. The MHC is DRB1_0101 with pseudo-sequence DRB1_0101. The peptide sequence is KDFTFVCPTEIVEFAKQ.